Predict the reaction yield, written as a fraction of the theoretical maximum amount of product (1.0 means a 100% yield; for example, 0.34 means a 34% yield). From a dataset of Reaction yield outcomes from USPTO patents with 853,638 reactions. The reactants are I[C:2]1[C:3]([C:8]2[CH:13]=[CH:12][CH:11]=[CH:10][CH:9]=2)=[N:4][O:5][C:6]=1[CH3:7].C(N(CC)CC)C.[CH3:21][C:22]([OH:26])([C:24]#[CH:25])[CH3:23]. The catalyst is CN(C)C=O.C([O-])(=O)C.[Pd+2].C([O-])(=O)C.C1(P(C2C=CC=CC=2)CCCP(C2C=CC=CC=2)C2C=CC=CC=2)C=CC=CC=1. The product is [CH3:21][C:22]([OH:26])([C:24]#[C:25][C:2]1[C:3]([C:8]2[CH:13]=[CH:12][CH:11]=[CH:10][CH:9]=2)=[N:4][O:5][C:6]=1[CH3:7])[CH3:23]. The yield is 0.780.